From a dataset of Catalyst prediction with 721,799 reactions and 888 catalyst types from USPTO. Predict which catalyst facilitates the given reaction. Reactant: [C:1]1([CH3:25])[CH:6]=[CH:5][C:4]([S:7]([CH2:10][CH2:11][O:12][C:13](=[O:24])[CH2:14][CH2:15][C:16]2[CH:21]=[CH:20][CH:19]=[CH:18][C:17]=2[O:22][CH3:23])(=[O:9])=[O:8])=[CH:3][CH:2]=1.[Cl:26][S:27](O)(=[O:29])=[O:28]. Product: [C:1]1([CH3:25])[CH:6]=[CH:5][C:4]([S:7]([CH2:10][CH2:11][O:12][C:13](=[O:24])[CH2:14][CH2:15][C:16]2[CH:21]=[C:20]([S:27]([Cl:26])(=[O:29])=[O:28])[CH:19]=[CH:18][C:17]=2[O:22][CH3:23])(=[O:8])=[O:9])=[CH:3][CH:2]=1. The catalyst class is: 2.